From a dataset of Reaction yield outcomes from USPTO patents with 853,638 reactions. Predict the reaction yield, written as a fraction of the theoretical maximum amount of product (1.0 means a 100% yield; for example, 0.34 means a 34% yield). (1) The reactants are [N:1]1[CH:6]=[CH:5][C:4]([CH2:7][CH2:8][P:9](=[O:16])([O:13][CH2:14][CH3:15])[O:10][CH2:11][CH3:12])=[CH:3][CH:2]=1.ClC1C=CC=C(C(OO)=[O:25])C=1. The catalyst is C(OCC)(=O)C. The product is [CH3:15][CH2:14][O:13][P:9]([O:10][CH2:11][CH3:12])([CH2:8][CH2:7][C:4]1[CH:3]=[CH:2][N+:1]([O-:25])=[CH:6][CH:5]=1)=[O:16]. The yield is 0.990. (2) The reactants are [C:1]([O:5][C:6]([N:8]1[CH2:13][CH2:12][CH:11]([N:14]2[C:18]3=[N:19][CH:20]=[N:21][C:22](Cl)=[C:17]3[CH:16]=[N:15]2)[CH2:10][CH2:9]1)=[O:7])([CH3:4])([CH3:3])[CH3:2].[Cl:24][C:25]1[CH:26]=[C:27]([OH:31])[CH:28]=[N:29][CH:30]=1.C(=O)([O-])[O-].[K+].[K+]. The catalyst is CN(C)C=O. The product is [C:1]([O:5][C:6]([N:8]1[CH2:13][CH2:12][CH:11]([N:14]2[C:18]3=[N:19][CH:20]=[N:21][C:22]([O:31][C:27]4[CH:28]=[N:29][CH:30]=[C:25]([Cl:24])[CH:26]=4)=[C:17]3[CH:16]=[N:15]2)[CH2:10][CH2:9]1)=[O:7])([CH3:3])([CH3:4])[CH3:2]. The yield is 0.160. (3) The reactants are C(N(CC)CC)C.[CH:8]([C:10]1[C:18]2[C:13](=[CH:14][CH:15]=[CH:16][CH:17]=2)[N:12](C(OC(C)(C)C)=O)[CH:11]=1)=[O:9].[CH2:26]([O:28][C:29]1[N:34]=[CH:33][C:32]([CH:35]=[N:36][C:37]2[CH:42]=[CH:41][CH:40]=[C:39]([O:43][CH3:44])[CH:38]=2)=[CH:31][CH:30]=1)[CH3:27]. The catalyst is [Cl-].C([N+]1C(C)=C(CCO)SC=1)C1C=CC=CC=1.C(O)C. The product is [CH2:26]([O:28][C:29]1[N:34]=[CH:33][C:32]([CH:35]([NH:36][C:37]2[CH:42]=[CH:41][CH:40]=[C:39]([O:43][CH3:44])[CH:38]=2)[C:8]([C:10]2[C:18]3[C:13](=[CH:14][CH:15]=[CH:16][CH:17]=3)[NH:12][CH:11]=2)=[O:9])=[CH:31][CH:30]=1)[CH3:27]. The yield is 0.140. (4) The reactants are [C:1]([NH:6][C:7]1[CH:16]=[C:15]2[C:10]([CH2:11][CH2:12][C:13]3[N:14]2[C:17]([C:23]2[S:24][CH:25]=[CH:26][CH:27]=2)=[N:18][C:19]=3[C:20](O)=[O:21])=[CH:9][C:8]=1[O:28][CH3:29])(=[O:5])[CH:2]([CH3:4])[CH3:3].C(Cl)Cl.C(P1(=O)OP(=O)(CCC)OP(=O)(CCC)O1)CC.[CH3:51][C:52]1([CH3:58])[CH2:57][O:56][CH2:55][CH2:54][NH:53]1.C(N(C(C)C)C(C)C)C. No catalyst specified. The product is [CH3:51][C:52]1([CH3:58])[CH2:57][O:56][CH2:55][CH2:54][N:53]1[C:20]([C:19]1[N:18]=[C:17]([C:23]2[S:24][CH:25]=[CH:26][CH:27]=2)[N:14]2[C:15]3[C:10](=[CH:9][C:8]([O:28][CH3:29])=[C:7]([NH:6][C:1](=[O:5])[CH:2]([CH3:3])[CH3:4])[CH:16]=3)[CH2:11][CH2:12][C:13]=12)=[O:21]. The yield is 0.790. (5) The reactants are [CH2:1]=O.Cl.[CH3:4][NH:5][CH3:6].[CH3:7][N:8]1[CH:12]=[CH:11][CH:10]=[CH:9]1. The catalyst is [OH-].[Na+]. The product is [CH3:4][N:5]([CH2:1][C:9]1[N:8]([CH3:7])[CH:12]=[CH:11][CH:10]=1)[CH3:6]. The yield is 0.860.